This data is from Forward reaction prediction with 1.9M reactions from USPTO patents (1976-2016). The task is: Predict the product of the given reaction. (1) Given the reactants [Cl:1][C:2]1[CH:3]=[C:4]([NH:19][C:20]2[C:30]3[CH:29]=[C:28](C(O)=O)[CH2:27][CH2:26][NH:25][C:24]=3[N:23]=[CH:22][N:21]=2)[CH:5]=[CH:6][C:7]=1[O:8][C:9]1[CH:14]=[CH:13][CH:12]=[C:11]([C:15]([F:18])([F:17])[F:16])[CH:10]=1.C1(P([N:48]=[N+]=[N-])(C2C=CC=CC=2)=O)C=CC=CC=1.[CH3:51][S:52]([CH2:55][CH2:56][OH:57])(=[O:54])=[O:53].[C:58](=[O:61])([O-])O.[Na+], predict the reaction product. The product is: [Cl:1][C:2]1[CH:3]=[C:4]([NH:19][C:20]2[C:30]3[CH:29]=[C:28]([NH:48][C:58](=[O:61])[O:57][CH2:56][CH2:55][S:52]([CH3:51])(=[O:54])=[O:53])[CH2:27][CH2:26][NH:25][C:24]=3[N:23]=[CH:22][N:21]=2)[CH:5]=[CH:6][C:7]=1[O:8][C:9]1[CH:14]=[CH:13][CH:12]=[C:11]([C:15]([F:18])([F:16])[F:17])[CH:10]=1. (2) Given the reactants [CH3:1][N:2]([S:22]([C:25]1[S:26][CH:27]=[CH:28][CH:29]=1)(=[O:24])=[O:23])[C:3]1[CH:4]=[C:5]([O:17][C:18]([F:21])([F:20])[F:19])[CH:6]=[C:7]2[C:11]=1[NH:10][C:9]([C:12]([O:14]CC)=[O:13])=[CH:8]2.[OH-].[Na+].O1CCCC1.C(O)(=O)CC(CC(O)=O)(C(O)=O)O, predict the reaction product. The product is: [CH3:1][N:2]([S:22]([C:25]1[S:26][CH:27]=[CH:28][CH:29]=1)(=[O:23])=[O:24])[C:3]1[CH:4]=[C:5]([O:17][C:18]([F:20])([F:21])[F:19])[CH:6]=[C:7]2[C:11]=1[NH:10][C:9]([C:12]([OH:14])=[O:13])=[CH:8]2. (3) Given the reactants [C:1]([C:4]1[C:12]2[C:7](=[CH:8][CH:9]=[C:10]([C:13]([O:15]C)=[O:14])[CH:11]=2)[N:6]([CH2:17][C:18]([OH:20])=O)[N:5]=1)(=[O:3])[NH2:2].Cl.[Cl:22][C:23]1[CH:28]=[CH:27][CH:26]=[CH:25][C:24]=1[C:29]1[CH:34]=[CH:33][CH:32]=[C:31]([NH:35][C:36]([C@@H:38]2[CH2:42][C@@H:41]([F:43])[CH2:40][NH:39]2)=[O:37])[C:30]=1[F:44], predict the reaction product. The product is: [C:1]([C:4]1[C:12]2[C:7](=[CH:8][CH:9]=[C:10]([C:13]([OH:15])=[O:14])[CH:11]=2)[N:6]([CH2:17][C:18]([N:39]2[CH2:40][C@H:41]([F:43])[CH2:42][C@H:38]2[C:36](=[O:37])[NH:35][C:31]2[C:30]([F:44])=[C:29]([C:24]3[CH:25]=[CH:26][CH:27]=[CH:28][C:23]=3[Cl:22])[CH:34]=[CH:33][CH:32]=2)=[O:20])[N:5]=1)(=[O:3])[NH2:2].